This data is from Full USPTO retrosynthesis dataset with 1.9M reactions from patents (1976-2016). The task is: Predict the reactants needed to synthesize the given product. (1) Given the product [N:6]1[CH:7]=[CH:8][CH:9]=[C:4]([C:3]([C:24]2[N:23]=[CH:22][N:19]3[CH:20]=[CH:21][S:17][C:18]=23)=[O:10])[CH:5]=1.[N:6]1[CH:7]=[CH:8][CH:9]=[C:4]([C:3]([C:22]2[N:19]3[C:18]([S:17][CH:21]=[CH:20]3)=[CH:24][N:23]=2)=[O:10])[CH:5]=1, predict the reactants needed to synthesize it. The reactants are: CN(C)[C:3](=[O:10])[C:4]1[CH:9]=[CH:8][CH:7]=[N:6][CH:5]=1.P(Cl)(Cl)(Cl)=O.[S:17]1[CH:21]=[CH:20][N:19]2[CH:22]=[N:23][CH:24]=[C:18]12.[OH-].[Na+]. (2) Given the product [F:27][C:24]1[CH:23]=[C:22]2[C:21](=[CH:26][CH:25]=1)[O:10][CH:7]([C@H:5]1[CH2:4][O:3][C:2]([CH3:11])([CH3:1])[O:6]1)[CH:8]=[CH:9]2, predict the reactants needed to synthesize it. The reactants are: [CH3:1][C:2]1([CH3:11])[O:6][C@@H:5]([CH:7]([OH:10])[CH:8]=[CH2:9])[CH2:4][O:3]1.C(=O)([O-])O.[Na+].C(O[C:21]1[CH:26]=[CH:25][C:24]([F:27])=[CH:23][C:22]=1Br)(=O)C.